From a dataset of Catalyst prediction with 721,799 reactions and 888 catalyst types from USPTO. Predict which catalyst facilitates the given reaction. (1) Reactant: [C:1]([O:5][C:6](=[O:30])[NH:7][CH2:8][C:9]1[C:10]([CH2:26][CH:27]([CH3:29])[CH3:28])=[N:11][C:12]([CH3:25])=[C:13]([CH2:22][C:23]#[N:24])[C:14]=1[C:15]1[CH:20]=[CH:19][C:18]([CH3:21])=[CH:17][CH:16]=1)([CH3:4])([CH3:3])[CH3:2].[OH-:31].[Na+].Cl. Product: [C:1]([O:5][C:6](=[O:30])[NH:7][CH2:8][C:9]1[C:10]([CH2:26][CH:27]([CH3:28])[CH3:29])=[N:11][C:12]([CH3:25])=[C:13]([CH2:22][C:23]([NH2:24])=[O:31])[C:14]=1[C:15]1[CH:16]=[CH:17][C:18]([CH3:21])=[CH:19][CH:20]=1)([CH3:4])([CH3:3])[CH3:2]. The catalyst class is: 8. (2) Reactant: [F:1][CH2:2][CH2:3][N:4]1[CH2:9][CH2:8][N:7]([C:10]2[CH:11]=[N:12][C:13]([N+:16]([O-])=O)=[CH:14][CH:15]=2)[CH2:6][CH2:5]1. Product: [F:1][CH2:2][CH2:3][N:4]1[CH2:5][CH2:6][N:7]([C:10]2[CH:15]=[CH:14][C:13]([NH2:16])=[N:12][CH:11]=2)[CH2:8][CH2:9]1. The catalyst class is: 8. (3) Product: [NH2:13][N:17]1[C:18]([CH3:22])=[CH:19][CH:20]=[CH:21][C:16]1=[NH2+:15].[CH3:8][C:3]1[CH:4]=[C:5]([CH3:7])[CH:6]=[C:1]([CH3:14])[C:2]=1[S:9]([O-:12])(=[O:11])=[O:10]. The catalyst class is: 2. Reactant: [C:1]1([CH3:14])[CH:6]=[C:5]([CH3:7])[CH:4]=[C:3]([CH3:8])[C:2]=1[S:9]([O:12][NH2:13])(=[O:11])=[O:10].[NH2:15][C:16]1[CH:21]=[CH:20][CH:19]=[C:18]([CH3:22])[N:17]=1. (4) Reactant: [Cl-].[Ba+2:2].[Cl-].[C:4]([OH:9])(=[O:8])[C:5]([OH:7])=[O:6].CCCC[O-].CCCC[O-].CCCC[O-].CCCC[O-].[Ti+4:30].O.N. Product: [C:4]([OH:9])(=[O:8])[C:5]([OH:7])=[O:6].[C:4]([O-:9])(=[O:8])[C:5]([O-:7])=[O:6].[Ba+2:2].[Ti+4:30].[C:4]([O-:9])(=[O:8])[C:5]([O-:7])=[O:6].[C:4]([O-:9])(=[O:8])[C:5]([O-:7])=[O:6]. The catalyst class is: 6. (5) Reactant: [H-].[Na+].[F:3][C:4]([F:11])([C:7]([F:10])([F:9])[F:8])[CH2:5][OH:6].F[C:13]1[CH:18]=[CH:17][C:16]([N+:19]([O-:21])=[O:20])=[CH:15][CH:14]=1. Product: [N+:19]([C:16]1[CH:17]=[CH:18][C:13]([O:6][CH2:5][C:4]([F:11])([F:3])[C:7]([F:10])([F:9])[F:8])=[CH:14][CH:15]=1)([O-:21])=[O:20]. The catalyst class is: 3.